This data is from Catalyst prediction with 721,799 reactions and 888 catalyst types from USPTO. The task is: Predict which catalyst facilitates the given reaction. (1) Reactant: F[B-](F)(F)F.[F:6][CH:7]([F:22])[C:8](=[N+:19](C)C)/[C:9](/[C:14]([O:16][CH2:17][CH3:18])=[O:15])=[CH:10]\[N:11](C)[CH3:12].CNN. Product: [F:6][CH:7]([F:22])[C:8]1[C:9]([C:14]([O:16][CH2:17][CH3:18])=[O:15])=[CH:10][N:11]([CH3:12])[N:19]=1. The catalyst class is: 10. (2) Reactant: [S:1]1[C:10]2[C:9]3[CH:11]=[CH:12][CH:13]=[CH:14][C:8]=3[O:7][CH2:6][CH2:5][C:4]=2[N:3]=[C:2]1[C:15]([OH:17])=O.C(Cl)(=O)C(Cl)=O.[Cl:24][C:25]1[CH:32]=[CH:31][CH:30]=[CH:29][C:26]=1[NH:27][CH3:28]. Product: [Cl:24][C:25]1[CH:32]=[CH:31][CH:30]=[CH:29][C:26]=1[N:27]([CH3:28])[C:15]([C:2]1[S:1][C:10]2[C:9]3[CH:11]=[CH:12][CH:13]=[CH:14][C:8]=3[O:7][CH2:6][CH2:5][C:4]=2[N:3]=1)=[O:17]. The catalyst class is: 59. (3) Reactant: [NH2:1][C:2]1[N:7]=[CH:6][C:5]([C:8]2[CH:17]=[CH:16][C:15]3[N:14]=[CH:13][C:12]4[N:18]([CH3:35])[C:19](=[N:32][C:33]#[N:34])[N:20]([C:21]5[CH:26]=[CH:25][C:24]([C:27]([C:30]#[N:31])([CH3:29])[CH3:28])=[CH:23][CH:22]=5)[C:11]=4[C:10]=3[CH:9]=2)=[CH:4][C:3]=1[C:36]([F:39])([F:38])[F:37].[CH3:40]C(C)([O-])C.[K+].CI. Product: [C:30]([C:27]([C:24]1[CH:23]=[CH:22][C:21]([N:20]2[C:11]3[C:10]4[CH:9]=[C:8]([C:5]5[CH:6]=[N:7][C:2]([NH:1][CH3:40])=[C:3]([C:36]([F:38])([F:37])[F:39])[CH:4]=5)[CH:17]=[CH:16][C:15]=4[N:14]=[CH:13][C:12]=3[N:18]([CH3:35])[C:19]2=[N:32][C:33]#[N:34])=[CH:26][CH:25]=1)([CH3:28])[CH3:29])#[N:31]. The catalyst class is: 1. (4) The catalyst class is: 49. Product: [C:13]([O:17][C:18]([N:20]1[CH2:24][CH2:23][C@H:22]([O:25][C:34]2[C:35]([F:37])=[C:36]3[C:31](=[CH:32][CH:33]=2)[N:30]=[CH:29][CH:28]=[C:27]3[Cl:26])[CH2:21]1)=[O:19])([CH3:16])([CH3:14])[CH3:15]. Reactant: CCOC(/N=N/C(OCC)=O)=O.[C:13]([O:17][C:18]([N:20]1[CH2:24][CH2:23][C@@H:22]([OH:25])[CH2:21]1)=[O:19])([CH3:16])([CH3:15])[CH3:14].[Cl:26][C:27]1[C:36]2[C:31](=[CH:32][CH:33]=[C:34](O)[C:35]=2[F:37])[N:30]=[CH:29][CH:28]=1.C1(P(C2C=CC=CC=2)C2C=CC=CC=2)C=CC=CC=1. (5) Reactant: F[C:2]1[CH:3]=[CH:4][C:5]([CH:8]=[O:9])=[N:6][CH:7]=1.[NH:10]1[CH2:15][CH2:14][C@H:13]([OH:16])[C@@H:12]([OH:17])[CH2:11]1.C(=O)([O-])[O-].[K+].[K+]. Product: [OH:17][C@@H:12]1[C@@H:13]([OH:16])[CH2:14][CH2:15][N:10]([C:2]2[CH:3]=[CH:4][C:5]([CH:8]=[O:9])=[N:6][CH:7]=2)[CH2:11]1. The catalyst class is: 16. (6) Reactant: Cl[C:2]1[N:9]=[C:8]([CH3:10])[CH:7]=[C:6]([OH:11])[C:3]=1[C:4]#[N:5].[CH3:12][O-:13].[Na+]. Product: [OH:11][C:6]1[C:3]([C:4]#[N:5])=[C:2]([O:13][CH3:12])[N:9]=[C:8]([CH3:10])[CH:7]=1. The catalyst class is: 5. (7) Reactant: [CH:1]1[C:13]2[CH:12]([CH2:14][O:15][C:16]([NH:18][C:19]3[CH:27]=[CH:26][C:22]([C:23](O)=[O:24])=[C:21]([N+:28]([O-:30])=[O:29])[CH:20]=3)=[O:17])[C:11]3[C:6](=[CH:7][CH:8]=[CH:9][CH:10]=3)[C:5]=2[CH:4]=[CH:3][CH:2]=1.C[N+:32](C)=C(N(C)C)ON1C2C=CC=CC=2N=N1.F[P-](F)(F)(F)(F)F.Cl.[C:56]([O:60][C:61](=[O:73])[C@H:62]([CH2:64][CH2:65][C:66]([O:68][C:69]([CH3:72])([CH3:71])[CH3:70])=[O:67])[NH2:63])([CH3:59])([CH3:58])[CH3:57].COC(C)(C)C. Product: [CH:1]1[C:13]2[CH:12]([CH2:14][O:15][C:16]([NH:18][C:19]3[CH:27]=[CH:26][C:22]([C:23]([NH:63][C@@:62]([C:61]([O:60][C:56]([CH3:58])([CH3:59])[CH3:57])=[O:73])([CH2:64][CH2:65][C:66]([O:68][C:69]([CH3:72])([CH3:71])[CH3:70])=[O:67])[NH2:32])=[O:24])=[C:21]([N+:28]([O-:30])=[O:29])[CH:20]=3)=[O:17])[C:11]3[C:6](=[CH:7][CH:8]=[CH:9][CH:10]=3)[C:5]=2[CH:4]=[CH:3][CH:2]=1. The catalyst class is: 236. (8) Reactant: [NH:1]1[C:11]2[C:6](=[CH:7][CH:8]=[CH:9][CH:10]=2)[C:4](=[O:5])[C:2]1=[O:3].I[CH2:13][CH2:14][CH3:15].C(=O)([O-])[O-].[K+].[K+].O. Product: [CH2:13]([N:1]1[C:11]2[C:6](=[CH:7][CH:8]=[CH:9][CH:10]=2)[C:4](=[O:5])[C:2]1=[O:3])[CH2:14][CH3:15]. The catalyst class is: 42. (9) Reactant: C(O[CH2:9][C:10]1[N:15]=[C:14]([NH2:16])[N:13]=[C:12]([NH2:17])[C:11]=1[C:18]1[CH:23]=[CH:22][C:21]([NH:24][CH2:25][C:26]2[CH:31]=[CH:30][C:29]([S:32]([CH3:35])(=[O:34])=[O:33])=[CH:28][CH:27]=2)=[CH:20][CH:19]=1)C1C=CC=CC=1.[BrH:36]. Product: [Br:36][CH2:9][C:10]1[N:15]=[C:14]([NH2:16])[N:13]=[C:12]([NH2:17])[C:11]=1[C:18]1[CH:23]=[CH:22][C:21]([NH:24][CH2:25][C:26]2[CH:31]=[CH:30][C:29]([S:32]([CH3:35])(=[O:34])=[O:33])=[CH:28][CH:27]=2)=[CH:20][CH:19]=1. The catalyst class is: 6. (10) Reactant: [CH3:1][O:2][C:3]1[CH:8]=[CH:7][C:6]([C:9]2[CH:10]=[CH:11][C:12](=[O:15])[NH:13][CH:14]=2)=[CH:5][CH:4]=1.C([O-])([O-])=O.[K+].[K+].Br[CH2:23][CH2:24][O:25][C:26]1[CH:31]=[CH:30][CH:29]=[CH:28][CH:27]=1.C(#N)C. Product: [CH3:1][O:2][C:3]1[CH:8]=[CH:7][C:6]([C:9]2[CH:10]=[CH:11][C:12](=[O:15])[N:13]([CH2:23][CH2:24][O:25][C:26]3[CH:31]=[CH:30][CH:29]=[CH:28][CH:27]=3)[CH:14]=2)=[CH:5][CH:4]=1. The catalyst class is: 1.